Dataset: Peptide-MHC class II binding affinity with 134,281 pairs from IEDB. Task: Regression. Given a peptide amino acid sequence and an MHC pseudo amino acid sequence, predict their binding affinity value. This is MHC class II binding data. (1) The peptide sequence is VKIEYSGTNNKTMAV. The MHC is DRB1_1201 with pseudo-sequence DRB1_1201. The binding affinity (normalized) is 0.276. (2) The peptide sequence is SQDLELSWNLNDLQAY. The MHC is DRB1_0401 with pseudo-sequence DRB1_0401. The binding affinity (normalized) is 0.335. (3) The peptide sequence is DTVPRGYRIAARPGA. The MHC is DRB1_1501 with pseudo-sequence DRB1_1501. The binding affinity (normalized) is 0.270. (4) The peptide sequence is LGTFDTVQIIKLLPF. The MHC is DRB1_0901 with pseudo-sequence DRB1_0901. The binding affinity (normalized) is 0.507.